From a dataset of Peptide-MHC class I binding affinity with 185,985 pairs from IEDB/IMGT. Regression. Given a peptide amino acid sequence and an MHC pseudo amino acid sequence, predict their binding affinity value. This is MHC class I binding data. (1) The peptide sequence is IATLYCVHQK. The MHC is HLA-B08:01 with pseudo-sequence HLA-B08:01. The binding affinity (normalized) is 0.0847. (2) The peptide sequence is RLGIFRPLLR. The MHC is HLA-A03:01 with pseudo-sequence HLA-A03:01. The binding affinity (normalized) is 0.285. (3) The peptide sequence is VQGYERIMY. The MHC is HLA-B46:01 with pseudo-sequence HLA-B46:01. The binding affinity (normalized) is 0.0847. (4) The peptide sequence is EQLLSCCRF. The MHC is Mamu-B03 with pseudo-sequence Mamu-B03. The binding affinity (normalized) is 0.0893. (5) The peptide sequence is RPEFVKLTM. The MHC is HLA-B51:01 with pseudo-sequence HLA-B51:01. The binding affinity (normalized) is 0.213. (6) The peptide sequence is ETALAIIRR. The MHC is HLA-B08:02 with pseudo-sequence HLA-B08:02. The binding affinity (normalized) is 0.0847. (7) The peptide sequence is AEIESATLF. The MHC is HLA-A80:01 with pseudo-sequence HLA-A80:01. The binding affinity (normalized) is 0.0847. (8) The peptide sequence is TLYAVATTII. The MHC is HLA-A02:03 with pseudo-sequence HLA-A02:03. The binding affinity (normalized) is 0.641.